Dataset: Full USPTO retrosynthesis dataset with 1.9M reactions from patents (1976-2016). Task: Predict the reactants needed to synthesize the given product. (1) Given the product [Br:1][C:2]1[C:6]2[CH:7]=[N:8][C:9]([NH:11][C:12](=[O:22])[C:79]3[CH:78]=[CH:77][C:76]([C@:75]([OH:88])([CH3:84])[CH2:64][OH:63])=[CH:81][CH:80]=3)=[CH:10][C:5]=2[N:4]([CH3:23])[CH:3]=1, predict the reactants needed to synthesize it. The reactants are: [Br:1][C:2]1[C:6]2[CH:7]=[N:8][C:9]([NH:11][C:12](=[O:22])C3C=CC(C(C)=C)=CC=3)=[CH:10][C:5]=2[N:4]([CH3:23])[CH:3]=1.CS(N)(=O)=O.CC[C@@H]1[C@@H]2C[C@H]([C@@H:64]([O:63]C3C4C(=CC=CC=4)C([O:63][C@@H:64]([C:75]4[CH:84]=CN=[C:81]5[C:76]=4[CH:77]=[C:78](OC)[CH:79]=[CH:80]5)[C@@H]4N5C[C@H](CC)[C@@H](CC5)C4)=NN=3)[C:75]3[CH:84]=CN=[C:81]4[C:76]=3[CH:77]=[C:78](OC)[CH:79]=[CH:80]4)N(CC2)C1.S([O-])([O-])=[O:88].[Na+].[Na+]. (2) Given the product [OH:22][CH2:21][CH2:20][CH2:19][CH:18]([C:23]1[S:27][C:26]([C:28]2[CH:29]=[CH:30][C:31]([C:34]([F:37])([F:36])[F:35])=[CH:32][CH:33]=2)=[N:25][C:24]=1[CH3:38])[O:17][C:14]1[CH:15]=[C:16]2[C:11]([CH:10]=[CH:9][N:8]2[CH2:7][C:6]([OH:39])=[O:5])=[CH:12][CH:13]=1, predict the reactants needed to synthesize it. The reactants are: C([O:5][C:6](=[O:39])[CH2:7][N:8]1[C:16]2[C:11](=[CH:12][CH:13]=[C:14]([O:17][CH:18]([C:23]3[S:27][C:26]([C:28]4[CH:33]=[CH:32][C:31]([C:34]([F:37])([F:36])[F:35])=[CH:30][CH:29]=4)=[N:25][C:24]=3[CH3:38])[CH2:19][CH2:20][CH2:21][OH:22])[CH:15]=2)[CH:10]=[CH:9]1)(C)(C)C.[Li+].[OH-]. (3) Given the product [CH2:11]([O:13][C:14](=[O:27])[C@H:15]([OH:26])[C@H:16]([NH:25][C:8]([C:4]1[CH:3]=[C:2]([Br:1])[CH:7]=[CH:6][N:5]=1)=[O:10])[CH2:17][C:18]1[CH:23]=[CH:22][CH:21]=[CH:20][C:19]=1[Cl:24])[CH3:12], predict the reactants needed to synthesize it. The reactants are: [Br:1][C:2]1[CH:7]=[CH:6][N:5]=[C:4]([C:8]([OH:10])=O)[CH:3]=1.[CH2:11]([O:13][C:14](=[O:27])[C@H:15]([OH:26])[C@H:16]([NH2:25])[CH2:17][C:18]1[CH:23]=[CH:22][CH:21]=[CH:20][C:19]=1[Cl:24])[CH3:12].CCN(C(C)C)C(C)C.CN(C(ON1N=NC2C=CC=NC1=2)=[N+](C)C)C.F[P-](F)(F)(F)(F)F. (4) Given the product [CH2:17]([C:15]1[N:16]=[C:4]2[N:3]=[C:2]([C:24]3[CH:25]=[CH:26][C:21]([CH:19]=[O:20])=[CH:22][CH:23]=3)[C:7]([C:8]3[CH:13]=[CH:12][CH:11]=[CH:10][CH:9]=3)=[CH:6][N:5]2[N:14]=1)[CH3:18], predict the reactants needed to synthesize it. The reactants are: Cl[C:2]1[C:7]([C:8]2[CH:13]=[CH:12][CH:11]=[CH:10][CH:9]=2)=[CH:6][N:5]2[N:14]=[C:15]([CH2:17][CH3:18])[N:16]=[C:4]2[N:3]=1.[CH:19]([C:21]1[CH:26]=[CH:25][C:24](B(O)O)=[CH:23][CH:22]=1)=[O:20].C(=O)([O-])[O-].[Na+].[Na+]. (5) Given the product [CH2:1]([O:8][C:9]([N:11]1[CH2:15][CH2:14][CH:13]([C:16](=[O:21])[CH3:22])[CH2:12]1)=[O:10])[C:2]1[CH:3]=[CH:4][CH:5]=[CH:6][CH:7]=1, predict the reactants needed to synthesize it. The reactants are: [CH2:1]([O:8][C:9]([N:11]1[CH2:15][CH2:14][CH:13]([C:16](=[O:21])N(OC)C)[CH2:12]1)=[O:10])[C:2]1[CH:7]=[CH:6][CH:5]=[CH:4][CH:3]=1.[CH3:22][Li].